This data is from Full USPTO retrosynthesis dataset with 1.9M reactions from patents (1976-2016). The task is: Predict the reactants needed to synthesize the given product. (1) Given the product [C:1]([O:5][C:6](=[O:20])[NH:7][C@@H:8]1[C:14](=[O:15])[N:13]([CH2:29][C:30]([F:33])([F:32])[F:31])[C:12]2[CH:16]=[CH:17][CH:18]=[CH:19][C:11]=2[NH:10][CH2:9]1)([CH3:4])([CH3:2])[CH3:3], predict the reactants needed to synthesize it. The reactants are: [C:1]([O:5][C:6](=[O:20])[NH:7][C@@H:8]1[C:14](=[O:15])[NH:13][C:12]2[CH:16]=[CH:17][CH:18]=[CH:19][C:11]=2[NH:10][CH2:9]1)([CH3:4])([CH3:3])[CH3:2].O([CH2:29][C:30]([F:33])([F:32])[F:31])S(C(F)(F)F)(=O)=O.ClCCl. (2) Given the product [O:1]([C:8]1[CH:13]=[CH:12][CH:11]=[C:10]([C:14]2[CH:18]=[C:17]([CH2:19][CH2:20][CH2:21][N:31]3[CH2:30][CH2:29][N:28]([CH2:27][C:26]4[CH:34]=[CH:35][CH:36]=[CH:37][C:25]=4[C:24]([F:38])([F:39])[F:23])[CH2:33][CH2:32]3)[O:16][N:15]=2)[CH:9]=1)[C:2]1[CH:3]=[CH:4][CH:5]=[CH:6][CH:7]=1, predict the reactants needed to synthesize it. The reactants are: [O:1]([C:8]1[CH:9]=[C:10]([C:14]2[CH:18]=[C:17]([CH2:19][CH2:20][CH:21]=O)[O:16][N:15]=2)[CH:11]=[CH:12][CH:13]=1)[C:2]1[CH:7]=[CH:6][CH:5]=[CH:4][CH:3]=1.[F:23][C:24]([F:39])([F:38])[C:25]1[CH:37]=[CH:36][CH:35]=[CH:34][C:26]=1[CH2:27][N:28]1[CH2:33][CH2:32][NH:31][CH2:30][CH2:29]1.[BH-](OC(C)=O)(OC(C)=O)OC(C)=O.[Na+].